Dataset: Full USPTO retrosynthesis dataset with 1.9M reactions from patents (1976-2016). Task: Predict the reactants needed to synthesize the given product. (1) Given the product [OH:17][C:15]1[N:23]2[CH:24]=[CH:25][N:26]=[C:22]2[N:21]=[C:10]([OH:12])[C:9]=1[C:3]1[C:4]([F:8])=[CH:5][CH:6]=[CH:7][C:2]=1[Cl:1].[CH2:27]1[CH2:35][N:34]2[C:29](=[N:30][CH2:31][CH2:32][CH2:33]2)[CH2:28]1, predict the reactants needed to synthesize it. The reactants are: [Cl:1][C:2]1[CH:7]=[CH:6][CH:5]=[C:4]([F:8])[C:3]=1[CH:9]([C:15]([O:17]CC)=O)[C:10]([O:12]CC)=O.Cl.[NH2:21][C:22]1[NH:23][CH:24]=[CH:25][N:26]=1.[CH2:27]1[CH2:35][N:34]2[C:29](=[N:30][CH2:31][CH2:32][CH2:33]2)[CH2:28]1. (2) Given the product [Br:1][C:2]1[C:7]([Cl:8])=[CH:6][C:5]([O:9][CH2:19][C:20]2[CH:25]=[CH:24][CH:23]=[CH:22][CH:21]=2)=[C:4]([O:10][C:11]2[CH:16]=[CH:15][C:14]([Cl:17])=[CH:13][C:12]=2[Cl:18])[CH:3]=1, predict the reactants needed to synthesize it. The reactants are: [Br:1][C:2]1[C:7]([Cl:8])=[CH:6][C:5]([OH:9])=[C:4]([O:10][C:11]2[CH:16]=[CH:15][C:14]([Cl:17])=[CH:13][C:12]=2[Cl:18])[CH:3]=1.[CH2:19](Br)[C:20]1[CH:25]=[CH:24][CH:23]=[CH:22][CH:21]=1.C(=O)([O-])[O-].[Cs+].[Cs+]. (3) Given the product [Br:20][C:6]1[CH:5]=[CH:4][C:3]([OH:8])=[C:2]([CH3:1])[CH:7]=1, predict the reactants needed to synthesize it. The reactants are: [CH3:1][C:2]1[CH:7]=[CH:6][CH:5]=[CH:4][C:3]=1[OH:8].CS(C)=O.C(=O)([O-])[O-].[Na+].[Na+].O.[BrH:20]. (4) Given the product [Cl:4][C:5]1[C:10]([Cl:11])=[CH:9][CH:8]=[CH:7][C:6]=1[N:12]1[CH2:17][CH2:16][N:15]([CH2:18][CH2:19][C@H:20]2[CH2:25][CH2:24][C@H:23]([NH:26][C:36]([N:35]([CH3:39])[CH3:34])=[O:37])[CH2:22][CH2:21]2)[CH2:14][CH2:13]1, predict the reactants needed to synthesize it. The reactants are: Cl.Cl.Cl.[Cl:4][C:5]1[C:10]([Cl:11])=[CH:9][CH:8]=[CH:7][C:6]=1[N:12]1[CH2:17][CH2:16][N:15]([CH2:18][CH2:19][C@H:20]2[CH2:25][CH2:24][C@H:23]([NH2:26])[CH2:22][CH2:21]2)[CH2:14][CH2:13]1.C(N(CC)CC)C.[CH3:34][N:35]([CH3:39])[C:36](Cl)=[O:37]. (5) Given the product [Cl:1][C:2]([Cl:7])([Cl:6])[C:3]([NH:15][C:16]1[CH:21]=[CH:20][C:19]([C:22]([C:30]2[CH:31]=[N:32][C:33]([Cl:36])=[CH:34][CH:35]=2)([OH:29])[C:23]2[N:27]([CH3:28])[CH:26]=[N:25][CH:24]=2)=[CH:18][C:17]=1[C:37](=[O:38])[C:39]1[CH:44]=[CH:43][CH:42]=[C:41]([Cl:45])[CH:40]=1)=[O:4], predict the reactants needed to synthesize it. The reactants are: [Cl:1][C:2]([Cl:7])([Cl:6])[C:3](Cl)=[O:4].C(N(CC)CC)C.[NH2:15][C:16]1[CH:21]=[CH:20][C:19]([C:22]([C:30]2[CH:31]=[N:32][C:33]([Cl:36])=[CH:34][CH:35]=2)([OH:29])[C:23]2[N:27]([CH3:28])[CH:26]=[N:25][CH:24]=2)=[CH:18][C:17]=1[C:37]([C:39]1[CH:44]=[CH:43][CH:42]=[C:41]([Cl:45])[CH:40]=1)=[O:38]. (6) Given the product [CH2:1]([O:3][C:4](=[O:5])[CH2:6][C:11]1[S:7][C:8]2[CH:16]=[C:15]([Br:17])[CH:14]=[CH:13][C:9]=2[N:10]=1)[CH3:2], predict the reactants needed to synthesize it. The reactants are: [CH2:1]([O:3][C:4]([C:6]1[S:7][C:8]2[CH:16]=[C:15]([Br:17])[CH:14]=[CH:13][C:9]=2[NH:10][C:11]=1O)=[O:5])[CH3:2].